This data is from Reaction yield outcomes from USPTO patents with 853,638 reactions. The task is: Predict the reaction yield, written as a fraction of the theoretical maximum amount of product (1.0 means a 100% yield; for example, 0.34 means a 34% yield). (1) The reactants are C([O:4][C:5]1[CH:10]=[CH:9][C:8]([C:11](=[CH:15][C:16]2[CH:21]=[CH:20][C:19]([CH3:22])=[CH:18][CH:17]=2)[C:12]([OH:14])=[O:13])=[CH:7][CH:6]=1)(=O)C.[OH-].[Li+].Cl. The catalyst is C1COCC1.O. The product is [OH:4][C:5]1[CH:10]=[CH:9][C:8]([C:11](=[CH:15][C:16]2[CH:17]=[CH:18][C:19]([CH3:22])=[CH:20][CH:21]=2)[C:12]([OH:14])=[O:13])=[CH:7][CH:6]=1. The yield is 0.825. (2) The reactants are [CH3:1][O:2][CH2:3][C:4]1[CH:5]=[N:6][C:7]([N:10]2[CH2:15][CH2:14][CH:13]([C@H:16]3[CH2:18][C@@H:17]3[CH2:19][CH2:20][OH:21])[CH2:12][CH2:11]2)=[N:8][CH:9]=1.[S:22](Cl)([C:25]1[CH:31]=[CH:30][C:28]([CH3:29])=[CH:27][CH:26]=1)(=[O:24])=[O:23]. The catalyst is C(Cl)Cl.CN(C1C=CN=CC=1)C. The product is [CH3:29][C:28]1[CH:30]=[CH:31][C:25]([S:22]([O:21][CH2:20][CH2:19][C@H:17]2[CH2:18][C@@H:16]2[CH:13]2[CH2:14][CH2:15][N:10]([C:7]3[N:8]=[CH:9][C:4]([CH2:3][O:2][CH3:1])=[CH:5][N:6]=3)[CH2:11][CH2:12]2)(=[O:24])=[O:23])=[CH:26][CH:27]=1. The yield is 0.390. (3) The yield is 0.700. The product is [Cl:19][CH2:20][C:21]1[N:6]([C:7]2[CH:12]=[CH:11][CH:10]=[CH:9][C:8]=2[Cl:13])[C:4](=[O:5])[C:3]2[C:2](=[CH:17][CH:16]=[CH:15][C:14]=2[F:18])[N:1]=1. The catalyst is C(O)(=O)C. The reactants are [NH2:1][C:2]1[CH:17]=[CH:16][CH:15]=[C:14]([F:18])[C:3]=1[C:4]([NH:6][C:7]1[CH:12]=[CH:11][CH:10]=[CH:9][C:8]=1[Cl:13])=[O:5].[Cl:19][CH2:20][C:21](Cl)=O. (4) The reactants are N12CCCN=C1CCCCC2.[CH:12]([Si:15]([CH:27]([CH3:29])[CH3:28])([CH:24]([CH3:26])[CH3:25])[O:16][CH2:17][CH:18]1[O:22][C:21](=[O:23])[CH:20]=[CH:19]1)([CH3:14])[CH3:13].[N+:30]([CH3:33])([O-:32])=[O:31]. No catalyst specified. The product is [CH:27]([Si:15]([CH:12]([CH3:13])[CH3:14])([CH:24]([CH3:26])[CH3:25])[O:16][CH2:17][CH:18]1[O:22][C:21](=[O:23])[CH2:20][CH:19]1[CH2:33][N+:30]([O-:32])=[O:31])([CH3:29])[CH3:28]. The yield is 0.550. (5) The reactants are C([O:4][C@H:5]1[C@@H:9]([O:10]C(=O)C)[C@H:8]([C:14]2[C:18]3[N:19]=[CH:20][N:21]=[C:22]([Cl:23])[C:17]=3[NH:16][CH:15]=2)[N:7]([C:24]([O:26][C:27]([CH3:30])([CH3:29])[CH3:28])=[O:25])[C@@H:6]1[CH2:31][O:32]C(=O)C)(=O)C.C[O-].[Na+]. The catalyst is CO. The product is [Cl:23][C:22]1[C:17]2[NH:16][CH:15]=[C:14]([C@H:8]3[C@H:9]([OH:10])[C@H:5]([OH:4])[C@@H:6]([CH2:31][OH:32])[N:7]3[C:24]([O:26][C:27]([CH3:30])([CH3:29])[CH3:28])=[O:25])[C:18]=2[N:19]=[CH:20][N:21]=1. The yield is 0.910. (6) The reactants are [C:1]1([CH3:9])[CH:6]=[CH:5][C:4]([S:7][CH3:8])=[CH:3][CH:2]=1.[Cl:10]N1C(=O)CCC1=O. The catalyst is ClC1C=CC=CC=1. The product is [Cl:10][CH2:8][S:7][C:4]1[CH:5]=[CH:6][C:1]([CH3:9])=[CH:2][CH:3]=1. The yield is 1.00. (7) The reactants are FC1(F)CC1CN1CCN(C2SC(C(OCC)=O)=C(C)N=2)C1=O.[F:24][C:25]1[CH:48]=[CH:47][C:28]([CH2:29][N:30]2[CH2:34][CH2:33][N:32]([C:35]3[S:36][C:37]([C:41]([O:43]CC)=[O:42])=[C:38]([CH3:40])[N:39]=3)[C:31]2=[O:46])=[CH:27][CH:26]=1. No catalyst specified. The product is [F:24][C:25]1[CH:26]=[CH:27][C:28]([CH2:29][N:30]2[CH2:34][CH2:33][N:32]([C:35]3[S:36][C:37]([C:41]([OH:43])=[O:42])=[C:38]([CH3:40])[N:39]=3)[C:31]2=[O:46])=[CH:47][CH:48]=1. The yield is 0.970. (8) The reactants are [NH2:1][C:2]1[CH:7]=[CH:6][C:5]([C:8]2[N:13]=[C:12]([N:14]3[CH2:20][CH:19]4[O:21][CH:16]([CH2:17][CH2:18]4)[CH2:15]3)[N:11]=[C:10]([C:22]3[CH:27]=[CH:26][C:25]([NH:28][C:29]([NH:31][CH3:32])=[O:30])=[CH:24][CH:23]=3)[N:9]=2)=[CH:4][CH:3]=1.[C:33]([C:36]1[CH:41]=[CH:40][C:39]([NH:42][C:43](=O)[O:44]C2C=CC=CC=2)=[CH:38][CH:37]=1)(=[O:35])[NH2:34]. No catalyst specified. The product is [CH3:32][NH:31][C:29]([NH:28][C:25]1[CH:26]=[CH:27][C:22]([C:10]2[N:11]=[C:12]([N:14]3[CH2:20][CH:19]4[O:21][CH:16]([CH2:17][CH2:18]4)[CH2:15]3)[N:13]=[C:8]([C:5]3[CH:4]=[CH:3][C:2]([NH:1][C:43]([NH:42][C:39]4[CH:40]=[CH:41][C:36]([C:33]([NH2:34])=[O:35])=[CH:37][CH:38]=4)=[O:44])=[CH:7][CH:6]=3)[N:9]=2)=[CH:23][CH:24]=1)=[O:30]. The yield is 0.130. (9) The reactants are [Cl:1][C:2]1[N:3]=[C:4]2[C:9](=[CH:10][CH:11]=1)[N:8]=[CH:7][C:6]([S:12]([CH3:15])(=[O:14])=[O:13])=[C:5]2[NH:16][C:17]1[CH:22]=[CH:21][C:20]([CH2:23][N:24]([CH3:26])[CH3:25])=[CH:19][CH:18]=1.[Cl:27][C:28]1[CH:33]=[C:32](B2OC(C)(C)C(C)(C)O2)[CH:31]=[C:30]([O:43][CH3:44])[C:29]=1[OH:45].C1(N)C(F)=C(F)C(F)=C(N)C=1F.Cl.Cl. No catalyst specified. The product is [ClH:1].[ClH:27].[Cl:27][C:28]1[CH:33]=[C:32]([C:2]2[CH:11]=[CH:10][C:9]3[C:4](=[C:5]([NH:16][C:17]4[CH:22]=[CH:21][C:20]([CH2:23][N:24]([CH3:26])[CH3:25])=[CH:19][CH:18]=4)[C:6]([S:12]([CH3:15])(=[O:14])=[O:13])=[CH:7][N:8]=3)[N:3]=2)[CH:31]=[C:30]([O:43][CH3:44])[C:29]=1[OH:45]. The yield is 0.540. (10) The reactants are [OH:1][CH:2]1[CH2:11][C:10]2[CH:9]=[C:8]([C:12]([O:14][CH3:15])=[O:13])[CH:7]=[CH:6][C:5]=2[CH2:4][CH2:3]1.[Cl:16][C:17]1[CH:22]=[CH:21][C:20](O)=[CH:19][CH:18]=1.C1(P(C2C=CC=CC=2)C2C=CC=CC=2)C=CC=CC=1.N(C(OC(C)(C)C)=O)=NC(OC(C)(C)C)=O. The catalyst is C1COCC1. The product is [Cl:16][C:17]1[CH:22]=[CH:21][C:20]([O:1][CH:2]2[CH2:11][C:10]3[CH:9]=[C:8]([C:12]([O:14][CH3:15])=[O:13])[CH:7]=[CH:6][C:5]=3[CH2:4][CH2:3]2)=[CH:19][CH:18]=1. The yield is 0.320.